From a dataset of Reaction yield outcomes from USPTO patents with 853,638 reactions. Predict the reaction yield, written as a fraction of the theoretical maximum amount of product (1.0 means a 100% yield; for example, 0.34 means a 34% yield). (1) The reactants are [F:1][C:2]([F:7])([F:6])[C:3]([OH:5])=[O:4].[CH2:8]([O:12][C:13]1([C:36]2[CH:41]=[CH:40][CH:39]=[CH:38][C:37]=2[CH3:42])[CH2:16][N:15]([C:17](=[O:35])[CH:18]([NH:27]C(=O)OC(C)(C)C)[CH2:19][C:20]2[CH:25]=[CH:24][C:23]([OH:26])=[CH:22][CH:21]=2)[CH2:14]1)[CH2:9][CH2:10][CH3:11]. The catalyst is ClCCl. The product is [F:1][C:2]([F:7])([F:6])[C:3]([OH:5])=[O:4].[NH2:27][CH:18]([CH2:19][C:20]1[CH:21]=[CH:22][C:23]([OH:26])=[CH:24][CH:25]=1)[C:17]([N:15]1[CH2:14][C:13]([O:12][CH2:8][CH2:9][CH2:10][CH3:11])([C:36]2[CH:41]=[CH:40][CH:39]=[CH:38][C:37]=2[CH3:42])[CH2:16]1)=[O:35]. The yield is 1.00. (2) The reactants are [Cl:1][C:2]1[N:3]=[CH:4][C:5]2[C:10]([CH:11]=1)=[CH:9][C:8]([C:12]#[CH:13])=[CH:7][CH:6]=2.[N:14]([Si](C)(C)C)=[N+:15]=[N-:16]. The catalyst is CN(C=O)C.C(OCC)(=O)C. The product is [Cl:1][C:2]1[N:3]=[CH:4][C:5]2[C:10]([CH:11]=1)=[CH:9][C:8]([C:12]1[CH:13]=[N:16][NH:15][N:14]=1)=[CH:7][CH:6]=2. The yield is 0.610. (3) The reactants are CC([O-])(C)C.[K+].Br[CH2:8][CH:9]([C:11]1[CH:16]=[CH:15][CH:14]=[CH:13][CH:12]=1)[F:10]. The catalyst is CCCCC. The product is [F:10][C:9]([C:11]1[CH:16]=[CH:15][CH:14]=[CH:13][CH:12]=1)=[CH2:8]. The yield is 0.860. (4) The reactants are O1CCCC1.[OH-].[Na+].[CH:8]1([C:14]2[CH:45]=[CH:44][C:17]([CH2:18][O:19][C:20]3[CH:25]=[CH:24][C:23]([C:26]4[N:27]=[C:28]([N:31]([CH2:33][C:34]5[CH:43]=[CH:42][C:37]([C:38]([O:40]C)=[O:39])=[CH:36][CH:35]=5)[CH3:32])[S:29][CH:30]=4)=[CH:22][CH:21]=3)=[CH:16][CH:15]=2)[CH2:13][CH2:12][CH2:11][CH2:10][CH2:9]1.Cl. The catalyst is O.CO. The product is [CH:8]1([C:14]2[CH:45]=[CH:44][C:17]([CH2:18][O:19][C:20]3[CH:25]=[CH:24][C:23]([C:26]4[N:27]=[C:28]([N:31]([CH2:33][C:34]5[CH:35]=[CH:36][C:37]([C:38]([OH:40])=[O:39])=[CH:42][CH:43]=5)[CH3:32])[S:29][CH:30]=4)=[CH:22][CH:21]=3)=[CH:16][CH:15]=2)[CH2:13][CH2:12][CH2:11][CH2:10][CH2:9]1. The yield is 0.997. (5) The reactants are [CH3:1][C:2]1[CH:11]=[CH:10][C:9]2[C:4](=[CH:5][CH:6]=[C:7]3[O:15][CH2:14][C@H:13]([CH2:16][OH:17])[O:12][C:8]3=2)[N:3]=1.[S:18](Cl)([C:21]1[CH:27]=[CH:26][C:24]([Br:25])=[CH:23][CH:22]=1)(=[O:20])=[O:19].C(N(CC)CC)C.O. The catalyst is C1(C)C=CC=CC=1.C(O)(C)C.CN(C1C=CC=CN=1)C. The product is [Br:25][C:24]1[CH:26]=[CH:27][C:21]([S:18]([O:17][CH2:16][C@@H:13]2[O:12][C:8]3=[C:9]4[C:4](=[CH:5][CH:6]=[C:7]3[O:15][CH2:14]2)[N:3]=[C:2]([CH3:1])[CH:11]=[CH:10]4)(=[O:20])=[O:19])=[CH:22][CH:23]=1. The yield is 0.769. (6) The reactants are [N:1]1([C:6]([C:8]2[CH:13]=[CH:12][C:11](B(O)O)=[CH:10][CH:9]=2)=[O:7])[CH2:5][CH2:4][CH2:3][CH2:2]1.Br[C:18]1[CH:23]=[CH:22][C:21]([O:24][CH2:25][CH:26]2[CH2:31][CH2:30][N:29]([C:32]([O:34][CH:35]([CH3:37])[CH3:36])=[O:33])[CH2:28][CH2:27]2)=[CH:20][CH:19]=1. No catalyst specified. The product is [N:1]1([C:6]([C:8]2[CH:13]=[CH:12][C:11]([C:18]3[CH:19]=[CH:20][C:21]([O:24][CH2:25][CH:26]4[CH2:27][CH2:28][N:29]([C:32]([O:34][CH:35]([CH3:37])[CH3:36])=[O:33])[CH2:30][CH2:31]4)=[CH:22][CH:23]=3)=[CH:10][CH:9]=2)=[O:7])[CH2:5][CH2:4][CH2:3][CH2:2]1. The yield is 0.190.